From a dataset of Full USPTO retrosynthesis dataset with 1.9M reactions from patents (1976-2016). Predict the reactants needed to synthesize the given product. (1) Given the product [CH3:17][N:2]([CH3:1])[CH:3]=[CH:4][C:5]([C:7]1[CH:8]=[C:9]([N:13]([CH3:22])[C:14](=[O:16])[CH3:15])[CH:10]=[CH:11][CH:12]=1)=[O:6], predict the reactants needed to synthesize it. The reactants are: [CH3:1][N:2]([CH3:17])[CH:3]=[CH:4][C:5]([C:7]1[CH:8]=[C:9]([NH:13][C:14](=[O:16])[CH3:15])[CH:10]=[CH:11][CH:12]=1)=[O:6].[OH-].[K+].CI.[CH2:22](Cl)Cl. (2) The reactants are: [C:1]1([CH:7]2[NH:12][CH2:11][CH2:10][N:9]([C:13]([C:15]3[CH:20]=[CH:19][C:18]([C:21]4[CH:26]=[CH:25][CH:24]=[CH:23][C:22]=4[C:27]([F:30])([F:29])[F:28])=[CH:17][CH:16]=3)=[O:14])[CH2:8]2)[CH:6]=[CH:5][CH:4]=[CH:3][CH:2]=1.[CH:31](N(CC)C(C)C)(C)C.IC. Given the product [CH3:31][N:12]1[CH2:11][CH2:10][N:9]([C:13]([C:15]2[CH:20]=[CH:19][C:18]([C:21]3[CH:26]=[CH:25][CH:24]=[CH:23][C:22]=3[C:27]([F:29])([F:30])[F:28])=[CH:17][CH:16]=2)=[O:14])[CH2:8][CH:7]1[C:1]1[CH:2]=[CH:3][CH:4]=[CH:5][CH:6]=1, predict the reactants needed to synthesize it. (3) Given the product [C:13]1([C:11]2[N:12]=[C:7]([C:1]3[CH:6]=[CH:5][CH:4]=[CH:3][CH:2]=3)[N:8]=[C:9]([C:19]3[CH:24]=[C:23]([C:25]4[C:26]5[C:31]([C:32]6[CH:33]=[CH:34][CH:35]=[CH:36][C:37]=6[CH:38]=4)=[CH:30][CH:29]=[CH:28][CH:27]=5)[CH:22]=[C:21]([C:49]4[CH:54]=[N:53][C:52]([CH3:55])=[CH:51][CH:50]=4)[CH:20]=3)[N:10]=2)[CH:14]=[CH:15][CH:16]=[CH:17][CH:18]=1, predict the reactants needed to synthesize it. The reactants are: [C:1]1([C:7]2[N:12]=[C:11]([C:13]3[CH:18]=[CH:17][CH:16]=[CH:15][CH:14]=3)[N:10]=[C:9]([C:19]3[CH:24]=[C:23]([C:25]4[C:26]5[C:31]([C:32]6[CH:33]=[CH:34][CH:35]=[CH:36][C:37]=6[CH:38]=4)=[CH:30][CH:29]=[CH:28][CH:27]=5)[CH:22]=[C:21](B4OC(C)(C)C(C)(C)O4)[CH:20]=3)[N:8]=2)[CH:6]=[CH:5][CH:4]=[CH:3][CH:2]=1.Br[C:49]1[CH:50]=[CH:51][C:52]([CH3:55])=[N:53][CH:54]=1.C(=O)([O-])[O-].[K+].[K+].CO. (4) Given the product [Cl:42][C:43]1[CH:55]=[CH:54][C:46]([CH2:21][N:18]2[CH:19]=[CH:20][C:16]([NH:15][C:13](=[O:14])[C@@H:12]([C:4]3[CH:5]=[CH:6][C:7]([S:8]([CH3:11])(=[O:10])=[O:9])=[C:2]([Cl:1])[CH:3]=3)[CH2:22][CH:23]3[CH2:24][CH2:25][CH2:26][CH2:27]3)=[N:17]2)=[CH:45][CH:44]=1, predict the reactants needed to synthesize it. The reactants are: [Cl:1][C:2]1[CH:3]=[C:4]([C@@H:12]([CH2:22][CH:23]2[CH2:27][CH2:26][CH2:25][CH2:24]2)[C:13]([NH:15][C:16]2[CH:20]=[CH:19][N:18]([CH3:21])[N:17]=2)=[O:14])[CH:5]=[CH:6][C:7]=1[S:8]([CH3:11])(=[O:10])=[O:9].C(Cl)(=O)C(Cl)=O.N1C(C)=CC=CC=1C.[Cl:42][C:43]1[CH:55]=[CH:54][C:46](CN2C=CC(N)=N2)=[CH:45][CH:44]=1. (5) Given the product [CH:2]1([CH2:5][O:6][C:7]2[CH:8]=[C:9]([C:17]3[C:18]([CH3:30])([CH3:29])[C:19](=[O:28])[N:20]([CH:22]4[CH2:27][CH2:26][N:25]([S:38]([C:34]5[CH:35]=[CH:36][CH:37]=[C:32]([CH3:31])[CH:33]=5)(=[O:40])=[O:39])[CH2:24][CH2:23]4)[N:21]=3)[CH:10]=[CH:11][C:12]=2[O:13][CH:14]([F:15])[F:16])[CH2:3][CH2:4]1, predict the reactants needed to synthesize it. The reactants are: Cl.[CH:2]1([CH2:5][O:6][C:7]2[CH:8]=[C:9]([C:17]3[C:18]([CH3:30])([CH3:29])[C:19](=[O:28])[N:20]([CH:22]4[CH2:27][CH2:26][NH:25][CH2:24][CH2:23]4)[N:21]=3)[CH:10]=[CH:11][C:12]=2[O:13][CH:14]([F:16])[F:15])[CH2:4][CH2:3]1.[CH3:31][C:32]1[CH:33]=[C:34]([S:38](Cl)(=[O:40])=[O:39])[CH:35]=[CH:36][CH:37]=1. (6) Given the product [CH2:1]([C@H:8]1[N:13]([C:14]([C:16]2[N:17]=[CH:18][N:19]([CH:27]3[CH2:32][CH2:31][CH2:30][CH2:29][C:28]3([CH2:41][CH2:42][CH2:43][CH3:44])[OH:33])[C:20]=2[C:21]2[CH:26]=[CH:25][CH:24]=[CH:23][CH:22]=2)=[O:15])[CH2:12][CH2:11][N:10]([C:34]([O:36][C:37]([CH3:40])([CH3:39])[CH3:38])=[O:35])[CH2:9]1)[C:2]1[CH:7]=[CH:6][CH:5]=[CH:4][CH:3]=1, predict the reactants needed to synthesize it. The reactants are: [CH2:1]([C@H:8]1[N:13]([C:14]([C:16]2[N:17]=[CH:18][N:19]([CH:27]3[CH2:32][CH2:31][CH2:30][CH2:29][C:28]3=[O:33])[C:20]=2[C:21]2[CH:26]=[CH:25][CH:24]=[CH:23][CH:22]=2)=[O:15])[CH2:12][CH2:11][N:10]([C:34]([O:36][C:37]([CH3:40])([CH3:39])[CH3:38])=[O:35])[CH2:9]1)[C:2]1[CH:7]=[CH:6][CH:5]=[CH:4][CH:3]=1.[CH2:41]([Mg]Cl)[CH2:42][CH2:43][CH3:44].[Cl-].[NH4+]. (7) Given the product [CH:2]([S:4]([N:22]1[CH2:21][C@@H:20]2[C@@H:16]([CH2:17][N:18]([C:24]3[NH:25][C:26]4[CH:32]=[C:31]([C:33]5[CH:38]=[CH:37][CH:36]=[CH:35][CH:34]=5)[CH:30]=[CH:29][C:27]=4[N:28]=3)[CH2:19]2)[CH2:23]1)(=[O:6])=[O:5])([CH3:3])[CH3:1], predict the reactants needed to synthesize it. The reactants are: [CH3:1][CH:2]([S:4](Cl)(=[O:6])=[O:5])[CH3:3].C(N(CC)CC)C.Cl.[C@@H:16]12[CH2:23][NH:22][CH2:21][C@@H:20]1[CH2:19][N:18]([C:24]1[NH:25][C:26]3[CH:32]=[C:31]([C:33]4[CH:38]=[CH:37][CH:36]=[CH:35][CH:34]=4)[CH:30]=[CH:29][C:27]=3[N:28]=1)[CH2:17]2. (8) Given the product [CH2:1]([N:8]1[C:16]2[C:11](=[CH:12][CH:13]=[CH:14][CH:15]=2)[C:10]([C:17]2[O:18][C:19]([C:22]3[CH:23]=[C:24]4[C:29](=[CH:30][CH:31]=3)[CH:28]=[C:27]([O:32][CH2:33][C:34]([OH:36])=[O:35])[CH:26]=[CH:25]4)=[CH:20][N:21]=2)=[CH:9]1)[C:2]1[CH:7]=[CH:6][CH:5]=[CH:4][CH:3]=1, predict the reactants needed to synthesize it. The reactants are: [CH2:1]([N:8]1[C:16]2[C:11](=[CH:12][CH:13]=[CH:14][CH:15]=2)[C:10]([C:17]2[O:18][C:19]([C:22]3[CH:23]=[C:24]4[C:29](=[CH:30][CH:31]=3)[CH:28]=[C:27]([O:32][CH2:33][C:34]([O:36]C)=[O:35])[CH:26]=[CH:25]4)=[CH:20][N:21]=2)=[CH:9]1)[C:2]1[CH:7]=[CH:6][CH:5]=[CH:4][CH:3]=1.[OH-].[Na+].Cl.